This data is from Full USPTO retrosynthesis dataset with 1.9M reactions from patents (1976-2016). The task is: Predict the reactants needed to synthesize the given product. (1) Given the product [OH:1][N:2]1[CH:6]=[N:5][N:4]=[C:3]1[C:7]1[CH:12]=[CH:11][CH:10]=[CH:9][C:8]=1[NH2:13], predict the reactants needed to synthesize it. The reactants are: [OH:1][N:2]1[CH:6]=[N:5][N:4]=[C:3]1[C:7]1[CH:12]=[CH:11][CH:10]=[CH:9][C:8]=1[N+:13]([O-])=O. (2) Given the product [CH:18]1[C:19]2[C:23]3[CH:24]=[CH:25][CH:26]=[CH:27][C:22]=3[S:21][C:20]=2[C:15]([N:12]2[C:11]3[CH:10]=[CH:9][CH:8]=[CH:7][C:6]=3[C:5]3[C:13]2=[CH:1][CH:2]=[CH:3][CH:4]=3)=[CH:16][CH:17]=1, predict the reactants needed to synthesize it. The reactants are: [CH:1]1[C:13]2[NH:12][C:11]3[C:6](=[CH:7][CH:8]=[CH:9][CH:10]=3)[C:5]=2[CH:4]=[CH:3][CH:2]=1.I[C:15]1[C:20]2[S:21][C:22]3[CH:27]=[CH:26][CH:25]=[CH:24][C:23]=3[C:19]=2[CH:18]=[CH:17][CH:16]=1.C1(P(C2CCCCC2)C2C=CC=CC=2C2C(OC)=CC=CC=2OC)CCCCC1.CC(C)([O-])C.[Na+]. (3) Given the product [Cl:13][C:14]1[C:19]([I:24])=[C:18]([CH3:20])[CH:17]=[CH:16][N:15]=1, predict the reactants needed to synthesize it. The reactants are: C([Li])CCC.C(NC(C)C)(C)C.[Cl:13][C:14]1[CH:19]=[C:18]([C:20](F)(F)F)[CH:17]=[CH:16][N:15]=1.[I:24]I. (4) Given the product [C:2]([NH:5][C:6]1[S:7][CH:8]=[C:9](/[CH:11]=[CH:42]/[C:44]2[S:48][C:47](/[CH:49]=[CH:50]/[C:51]([O:53][CH3:54])=[O:52])=[CH:46][CH:45]=2)[N:10]=1)(=[O:4])[CH3:3], predict the reactants needed to synthesize it. The reactants are: [Cl-].[C:2]([NH:5][C:6]1[S:7][CH:8]=[C:9]([CH2:11][P+](C2C=CC=CC=2)(C2C=CC=CC=2)C2C=CC=CC=2)[N:10]=1)(=[O:4])[CH3:3].CN(C)C=O.CC(C)([O-])C.[K+].[CH:42]([C:44]1[S:48][C:47](/[CH:49]=[CH:50]/[C:51]([O:53][CH3:54])=[O:52])=[CH:46][CH:45]=1)=O. (5) Given the product [CH:61]1([CH2:60][C:59]([NH:58][C:54]2[C:53]([CH3:67])=[CH:52][C:51]([N:44]3[CH2:45][CH2:46][CH2:47][CH:43]3[C:40]3[CH:41]=[CH:42][C:37]([C:36]([F:35])([F:48])[F:49])=[CH:38][CH:39]=3)=[CH:56][C:55]=2[CH3:57])=[O:66])[CH2:65][CH2:64][CH2:63][CH2:62]1, predict the reactants needed to synthesize it. The reactants are: C1(P(C2CCCCC2)C2C=CC=CC=2C2C=CC=CC=2N(C)C)CCCCC1.C(=O)([O-])[O-].[Cs+].[Cs+].[F:35][C:36]([F:49])([F:48])[C:37]1[CH:42]=[CH:41][C:40]([CH:43]2[CH2:47][CH2:46][CH2:45][NH:44]2)=[CH:39][CH:38]=1.Br[C:51]1[CH:56]=[C:55]([CH3:57])[C:54]([NH:58][C:59](=[O:66])[CH2:60][CH:61]2[CH2:65][CH2:64][CH2:63][CH2:62]2)=[C:53]([CH3:67])[CH:52]=1.C(=O)(O)[O-].[Na+]. (6) Given the product [C:34]([OH:41])(=[O:40])/[CH:35]=[CH:36]\[C:37]([OH:39])=[O:38].[F:1][C:2]1[CH:3]=[C:4]2[C:8](=[CH:9][CH:10]=1)[NH:7][C:6](=[O:11])/[C:5]/2=[CH:12]\[C:13]1[NH:21][C:20]2[CH2:19][CH2:18][N:17]([CH2:22][C@H:23]([OH:31])[CH2:24][N:25]3[CH2:26][CH2:27][O:28][CH2:29][CH2:30]3)[C:16](=[O:32])[C:15]=2[C:14]=1[CH3:33], predict the reactants needed to synthesize it. The reactants are: [F:1][C:2]1[CH:3]=[C:4]2[C:8](=[CH:9][CH:10]=1)[NH:7][C:6](=[O:11])/[C:5]/2=[CH:12]\[C:13]1[NH:21][C:20]2[CH2:19][CH2:18][N:17]([CH2:22][C@H:23]([OH:31])[CH2:24][N:25]3[CH2:30][CH2:29][O:28][CH2:27][CH2:26]3)[C:16](=[O:32])[C:15]=2[C:14]=1[CH3:33].[C:34]([OH:41])(=[O:40])/[CH:35]=[CH:36]\[C:37]([OH:39])=[O:38]. (7) Given the product [CH2:45]([O:44][C:43]1[C:26]([O:25][CH2:24][CH2:23][CH2:22][CH2:21][CH2:20][CH2:19][CH2:18][CH2:17][CH2:16][CH2:15][CH2:14][CH2:13][CH2:12][CH2:11][CH2:10][CH2:9][P:4](=[O:3])([OH:8])[OH:5])=[CH:27][C:28]2[C:29]3[C:34]([C:35]4[C:40]([C:41]=2[CH:42]=1)=[CH:39][C:38]([O:51][CH2:52][CH2:53][CH2:54][CH2:55][CH2:56][CH3:57])=[C:37]([O:58][CH2:59][CH2:60][CH2:61][CH2:62][CH2:63][CH3:64])[CH:36]=4)=[CH:33][C:32]([O:65][CH2:66][CH2:67][CH2:68][CH2:69][CH2:70][CH3:71])=[C:31]([O:72][CH2:73][CH2:74][CH2:75][CH2:76][CH2:77][CH3:78])[CH:30]=3)[CH2:46][CH2:47][CH2:48][CH2:49][CH3:50], predict the reactants needed to synthesize it. The reactants are: C([O:3][P:4]([CH2:9][CH2:10][CH2:11][CH2:12][CH2:13][CH2:14][CH2:15][CH2:16][CH2:17][CH2:18][CH2:19][CH2:20][CH2:21][CH2:22][CH2:23][CH2:24][O:25][C:26]1[C:43]([O:44][CH2:45][CH2:46][CH2:47][CH2:48][CH2:49][CH3:50])=[CH:42][C:41]2[C:40]3[C:35](=[CH:36][C:37]([O:58][CH2:59][CH2:60][CH2:61][CH2:62][CH2:63][CH3:64])=[C:38]([O:51][CH2:52][CH2:53][CH2:54][CH2:55][CH2:56][CH3:57])[CH:39]=3)[C:34]3[C:29](=[CH:30][C:31]([O:72][CH2:73][CH2:74][CH2:75][CH2:76][CH2:77][CH3:78])=[C:32]([O:65][CH2:66][CH2:67][CH2:68][CH2:69][CH2:70][CH3:71])[CH:33]=3)[C:28]=2[CH:27]=1)(=[O:8])[O:5]CC)C.C[Si](Br)(C)C. (8) Given the product [F:1][C:2]1[CH:19]=[CH:18][C:17]([N+:20]([O-:22])=[O:21])=[C:16]2[C:3]=1[NH:4][CH:5]=[CH:6][C:11]2=[O:12], predict the reactants needed to synthesize it. The reactants are: [F:1][C:2]1[CH:19]=[CH:18][C:17]([N+:20]([O-:22])=[O:21])=[CH:16][C:3]=1[NH:4][CH:5]=[C:6]1[C:11](=[O:12])OC(C)(C)OC1=O.C(=O)=O.CCCC(C)C. (9) Given the product [CH3:11][CH2:12][O:13][C:14]([C@@H:16]1[CH2:20][C:19]([CH:9]=[O:10])=[CH:18][N:17]1[C:21]([O:23][C:24]([CH3:26])([CH3:25])[CH3:27])=[O:22])=[O:15], predict the reactants needed to synthesize it. The reactants are: O=P(Cl)(Cl)Cl.CN([CH:9]=[O:10])C.[CH3:11][CH2:12][O:13][C:14]([C@@H:16]1[CH2:20][CH:19]=[CH:18][N:17]1[C:21]([O:23][C:24]([CH3:27])([CH3:26])[CH3:25])=[O:22])=[O:15].[OH-].[Na+].